The task is: Predict the reaction yield, written as a fraction of the theoretical maximum amount of product (1.0 means a 100% yield; for example, 0.34 means a 34% yield).. This data is from Reaction yield outcomes from USPTO patents with 853,638 reactions. The reactants are [F:1][C:2]([F:11])([F:10])[C:3]1[N:8]=[C:7]([OH:9])[CH:6]=[CH:5][CH:4]=1.I[CH3:13]. The catalyst is ClCCl.C(=O)([O-])[O-].[Ag+2]. The product is [CH3:13][O:9][C:7]1[CH:6]=[CH:5][CH:4]=[C:3]([C:2]([F:1])([F:10])[F:11])[N:8]=1. The yield is 0.598.